From a dataset of Full USPTO retrosynthesis dataset with 1.9M reactions from patents (1976-2016). Predict the reactants needed to synthesize the given product. (1) Given the product [CH3:16][N:8]([CH2:7][C@H:2]1[CH2:3][CH2:4][CH2:5][CH2:6][NH:1]1)[C:9](=[O:15])[O:10][C:11]([CH3:12])([CH3:14])[CH3:13], predict the reactants needed to synthesize it. The reactants are: [NH:1]1[CH2:6][CH2:5][CH2:4][CH2:3][C@@H:2]1[CH2:7][NH:8][C:9](=[O:15])[O:10][C:11]([CH3:14])([CH3:13])[CH3:12].[CH3:16]N(C[C@H]1CCCN1)C(=O)OC(C)(C)C. (2) Given the product [CH:13]([NH2:14])([CH3:18])[CH3:12].[OH:25][CH2:24][CH2:26][NH:27][C:3]([C:5]1[S:9][N:8]=[C:7]([O:10][CH2:11][C:12]2[C:13]([C:18]3[CH:23]=[CH:22][CH:21]=[CH:20][N:19]=3)=[N:14][O:15][C:16]=2[CH3:17])[CH:6]=1)=[O:4], predict the reactants needed to synthesize it. The reactants are: CO[C:3]([C:5]1[S:9][N:8]=[C:7]([O:10][CH2:11][C:12]2[C:13]([C:18]3[CH:23]=[CH:22][CH:21]=[CH:20][N:19]=3)=[N:14][O:15][C:16]=2[CH3:17])[CH:6]=1)=[O:4].[CH2:24]([CH2:26][NH2:27])[OH:25]. (3) Given the product [NH2:18][C:17]1[S:16][C:3]2[C:4]([C:10]3[CH:11]=[CH:12][CH:13]=[CH:14][CH:15]=3)=[CH:5][CH:6]=[C:7]([O:8][CH3:9])[C:2]=2[N:1]=1, predict the reactants needed to synthesize it. The reactants are: [NH2:1][C:2]1[CH:3]=[C:4]([C:10]2[CH:15]=[CH:14][CH:13]=[CH:12][CH:11]=2)[CH:5]=[CH:6][C:7]=1[O:8][CH3:9].[S:16]1C2C=CC=CC=2[N:18]=[C:17]1NC(=O)C(O)=O. (4) The reactants are: Br[C:2]1[CH:3]=[CH:4][C:5]([N:8]2[CH2:12][CH2:11][O:10][C:9]2=[O:13])=[N:6][CH:7]=1.[CH3:14][C:15]1([CH3:31])[C:19]([CH3:21])([CH3:20])[O:18][B:17]([B:17]2[O:18][C:19]([CH3:21])([CH3:20])[C:15]([CH3:31])([CH3:14])[O:16]2)[O:16]1.ClCCl.C([O-])(=O)C.[K+]. Given the product [CH3:14][C:15]1([CH3:31])[C:19]([CH3:21])([CH3:20])[O:18][B:17]([C:2]2[CH:3]=[CH:4][C:5]([N:8]3[CH2:12][CH2:11][O:10][C:9]3=[O:13])=[N:6][CH:7]=2)[O:16]1, predict the reactants needed to synthesize it. (5) Given the product [C:1]([O:4][CH2:5][CH2:6][N:7]1[CH2:8][CH2:9][N:10]([C:13]2[CH:18]=[C:17]([CH2:19][CH2:20][CH3:21])[C:16]([C:22]([O:31][CH2:40][C:41]3[CH:46]=[CH:45][C:44]([O:35][CH3:32])=[CH:43][CH:42]=3)([C:23]([F:26])([F:25])[F:24])[C:27]([F:30])([F:28])[F:29])=[CH:15][N:14]=2)[CH2:11][CH2:12]1)(=[O:3])[CH3:2], predict the reactants needed to synthesize it. The reactants are: [C:1]([O:4][CH2:5][CH2:6][N:7]1[CH2:12][CH2:11][N:10]([C:13]2[CH:18]=[C:17]([CH2:19][CH2:20][CH3:21])[C:16]([C:22]([OH:31])([C:27]([F:30])([F:29])[F:28])[C:23]([F:26])([F:25])[F:24])=[CH:15][N:14]=2)[CH2:9][CH2:8]1)(=[O:3])[CH3:2].[C:32](=[O:35])([O-])[O-].[K+].[K+].CO[CH:40](Cl)[C:41]1[CH:46]=[CH:45][CH:44]=[CH:43][CH:42]=1.O. (6) Given the product [Cl:1][C:2]1[CH:15]=[CH:14][C:5]([CH2:6][N:7]2[CH2:12][CH2:11][CH:10]([NH:13][C:24](=[O:25])[C:23]3[CH:27]=[CH:28][C:20]([CH3:19])=[N:21][CH:22]=3)[CH2:9][CH2:8]2)=[CH:4][C:3]=1[O:16][CH2:17][CH3:18], predict the reactants needed to synthesize it. The reactants are: [Cl:1][C:2]1[CH:15]=[CH:14][C:5]([CH2:6][N:7]2[CH2:12][CH2:11][CH:10]([NH2:13])[CH2:9][CH2:8]2)=[CH:4][C:3]=1[O:16][CH2:17][CH3:18].[CH3:19][C:20]1[CH:28]=[CH:27][C:23]([C:24](O)=[O:25])=[CH:22][N:21]=1. (7) Given the product [Cl:18][C:19]1[CH:24]=[CH:23][C:22]([C:28]#[N:29])=[C:21]([C:2]2[CH:7]=[CH:6][N:5]([CH:8]([CH:14]([CH3:16])[CH3:15])[C:9]([O:11][CH2:12][CH3:13])=[O:10])[C:4](=[O:17])[CH:3]=2)[CH:20]=1, predict the reactants needed to synthesize it. The reactants are: Br[C:2]1[CH:7]=[CH:6][N:5]([CH:8]([CH:14]([CH3:16])[CH3:15])[C:9]([O:11][CH2:12][CH3:13])=[O:10])[C:4](=[O:17])[CH:3]=1.[Cl:18][C:19]1[CH:20]=[CH:21][C:22]([C:28]#[N:29])=[C:23](B(O)O)[CH:24]=1.